This data is from Forward reaction prediction with 1.9M reactions from USPTO patents (1976-2016). The task is: Predict the product of the given reaction. The product is: [Cl:22][C:16]1[CH:17]=[C:18]([Cl:21])[CH:19]=[CH:20][C:15]=1[C:11]1([OH:14])[CH2:10][CH2:9][NH:8][CH2:13][CH2:12]1. Given the reactants C(OC([N:8]1[CH2:13][CH2:12][C:11]([C:15]2[CH:20]=[CH:19][C:18]([Cl:21])=[CH:17][C:16]=2[Cl:22])([OH:14])[CH2:10][CH2:9]1)=O)(C)(C)C.FC(F)(F)C(O)=O, predict the reaction product.